The task is: Predict the product of the given reaction.. This data is from Forward reaction prediction with 1.9M reactions from USPTO patents (1976-2016). (1) Given the reactants [CH3:1][CH:2]1[CH2:7][CH2:6][N:5]([C:8]([O:10]C(C)(C)C)=O)[CH2:4][CH:3]1[C:15]1[N:16]=[N:17][N:18]2[C:23]=1[C:22]1[CH:24]=[CH:25][NH:26][C:21]=1[N:20]=[CH:19]2.[C:27]([CH2:29]C(O)=O)#[N:28].F[P-](F)(F)(F)(F)F.N1(OC(N(C)C)=[N+](C)C)C2N=CC=CC=2N=N1.O, predict the reaction product. The product is: [CH3:1][CH:2]1[CH2:7][CH2:6][N:5]([C:8](=[O:10])[CH2:29][C:27]#[N:28])[CH2:4][CH:3]1[C:15]1[N:16]=[N:17][N:18]2[C:23]=1[C:22]1[CH:24]=[CH:25][NH:26][C:21]=1[N:20]=[CH:19]2. (2) Given the reactants [CH2:1]([N:3]1[C:12]2[C:7](=[CH:8][C:9]([N+:13]([O-])=O)=[CH:10][CH:11]=2)[C:6](=[O:16])[N:5]([CH2:17][CH:18]2[CH2:21][O:20][CH2:19]2)[C:4]1=[O:22])[CH3:2].[H][H], predict the reaction product. The product is: [NH2:13][C:9]1[CH:8]=[C:7]2[C:12](=[CH:11][CH:10]=1)[N:3]([CH2:1][CH3:2])[C:4](=[O:22])[N:5]([CH2:17][CH:18]1[CH2:19][O:20][CH2:21]1)[C:6]2=[O:16]. (3) Given the reactants [O:1]1[C:5]2([CH2:10][CH2:9][CH:8]([OH:11])[CH2:7][CH2:6]2)[O:4][CH2:3][CH2:2]1.[CH3:12][S:13](Cl)(=[O:15])=[O:14].C(N(CC)CC)C, predict the reaction product. The product is: [O:1]1[C:5]2([CH2:10][CH2:9][CH:8]([O:11][S:13]([CH3:12])(=[O:15])=[O:14])[CH2:7][CH2:6]2)[O:4][CH2:3][CH2:2]1.